From a dataset of Full USPTO retrosynthesis dataset with 1.9M reactions from patents (1976-2016). Predict the reactants needed to synthesize the given product. Given the product [C:43]([C:22]1[C:23]([NH:35][C:36]([C:38]2[O:39][CH:40]=[CH:41][CH:42]=2)=[O:37])=[N:24][C:25]([C:27]2[CH:32]=[CH:31][C:30]([F:33])=[CH:29][C:28]=2[OH:34])=[CH:26][C:21]=1[C:17]1[CH:18]=[CH:19][CH:20]=[C:15]([NH:14][C:12](=[O:13])[CH2:11][CH:10]([NH:9][CH2:47][CH3:48])[CH2:45][CH3:46])[CH:16]=1)#[N:44], predict the reactants needed to synthesize it. The reactants are: B(C#N)([O-])[O-].[Na+].[Na+].Cl.[NH2:9][CH:10]([CH2:45][CH3:46])[CH2:11][C:12]([NH:14][C:15]1[CH:16]=[C:17]([C:21]2[CH:26]=[C:25]([C:27]3[CH:32]=[CH:31][C:30]([F:33])=[CH:29][C:28]=3[OH:34])[N:24]=[C:23]([NH:35][C:36]([C:38]3[O:39][CH:40]=[CH:41][CH:42]=3)=[O:37])[C:22]=2[C:43]#[N:44])[CH:18]=[CH:19][CH:20]=1)=[O:13].[CH:47](=O)[CH3:48].C(O)(=O)C.